This data is from Experimental lipophilicity measurements (octanol/water distribution) for 4,200 compounds from AstraZeneca. The task is: Regression/Classification. Given a drug SMILES string, predict its absorption, distribution, metabolism, or excretion properties. Task type varies by dataset: regression for continuous measurements (e.g., permeability, clearance, half-life) or binary classification for categorical outcomes (e.g., BBB penetration, CYP inhibition). For this dataset (lipophilicity_astrazeneca), we predict Y. The molecule is Cc1nc(C)c(-c2ccc([C@H]3CC[C@H](CC(=O)O)CC3)c(Cl)c2)nc1C(N)=O. The Y is 1.80 logD.